Dataset: Full USPTO retrosynthesis dataset with 1.9M reactions from patents (1976-2016). Task: Predict the reactants needed to synthesize the given product. (1) Given the product [NH2:71][C:64]1[C:65]2[C:70](=[CH:69][CH:68]=[CH:67][CH:66]=2)[C:61]([O:60][C:58]2[CH:57]=[CH:56][N:55]=[C:54]([NH:85][C:80]3[CH:81]=[CH:82][CH:83]=[CH:84][N:79]=3)[N:59]=2)=[CH:62][CH:63]=1, predict the reactants needed to synthesize it. The reactants are: C1C=CC(P(C2C(C3C(P(C4C=CC=CC=4)C4C=CC=CC=4)=CC=C4C=3C=CC=C4)=C3C(C=CC=C3)=CC=2)C2C=CC=CC=2)=CC=1.C(=O)([O-])[O-].[Cs+].[Cs+].Cl[C:54]1[N:59]=[C:58]([O:60][C:61]2[C:70]3[C:65](=[CH:66][CH:67]=[CH:68][CH:69]=3)[C:64]([NH:71]C(=O)OC(C)(C)C)=[CH:63][CH:62]=2)[CH:57]=[CH:56][N:55]=1.[N:79]1[CH:84]=[CH:83][CH:82]=[CH:81][C:80]=1[NH2:85]. (2) Given the product [CH3:26][N:18]([CH:19]1[CH2:24][CH2:23][N:22]([CH3:25])[CH2:21][CH2:20]1)[C:17]([CH:10]1[C:11]2[C:16](=[CH:15][CH:14]=[CH:13][CH:12]=2)[NH:8][CH2:9]1)=[O:27], predict the reactants needed to synthesize it. The reactants are: C(OC([N:8]1[C:16]2[C:11](=[CH:12][CH:13]=[CH:14][CH:15]=2)[CH:10]([C:17](=[O:27])[N:18]([CH3:26])[CH:19]2[CH2:24][CH2:23][N:22]([CH3:25])[CH2:21][CH2:20]2)[CH2:9]1)=O)(C)(C)C.FC(F)(F)C(O)=O.C(=O)(O)[O-].[Na+]. (3) Given the product [C:53]1([S:50]([N:47]2[C:44]3=[N:45][CH:46]=[C:41]([NH:40][C:1](=[O:6])[CH2:2][CH2:3][CH3:4])[C:42]([NH:59][CH:60]4[CH2:61][CH2:62][N:63]([CH2:66][CH2:67][C:68]#[N:69])[CH2:64][CH2:65]4)=[C:43]3[CH:49]=[CH:48]2)(=[O:51])=[O:52])[CH:58]=[CH:57][CH:56]=[CH:55][CH:54]=1, predict the reactants needed to synthesize it. The reactants are: [C:1]([OH:6])(=O)[CH2:2][CH2:3][CH3:4].C(N(C(C)C)CC)(C)C.CN(C(ON1N=NC2C=CC=NC1=2)=[N+](C)C)C.F[P-](F)(F)(F)(F)F.[NH2:40][C:41]1[C:42]([NH:59][CH:60]2[CH2:65][CH2:64][N:63]([CH2:66][CH2:67][C:68]#[N:69])[CH2:62][CH2:61]2)=[C:43]2[CH:49]=[CH:48][N:47]([S:50]([C:53]3[CH:58]=[CH:57][CH:56]=[CH:55][CH:54]=3)(=[O:52])=[O:51])[C:44]2=[N:45][CH:46]=1. (4) Given the product [F:1][C:2]1[C:7]([S:8]([C:11]([F:14])([F:13])[F:12])(=[O:9])=[O:10])=[CH:6][CH:5]=[CH:4][C:3]=1[CH:15]1[CH2:20][CH2:19][N:18]([CH3:21])[CH2:17][CH2:16]1, predict the reactants needed to synthesize it. The reactants are: [F:1][C:2]1[C:7]([S:8]([C:11]([F:14])([F:13])[F:12])(=[O:10])=[O:9])=[CH:6][CH:5]=[CH:4][C:3]=1[CH:15]1[CH2:20][CH2:19][NH:18][CH2:17][CH2:16]1.[C:21](=O)([O-])[O-].[K+].[K+].IC. (5) Given the product [ClH:20].[NH:9]1[CH2:10][CH2:11][CH:6]([CH2:5][CH2:4][C:3]([O:2][CH3:1])=[O:19])[CH2:7][CH2:8]1, predict the reactants needed to synthesize it. The reactants are: [CH3:1][O:2][C:3](=[O:19])[CH2:4][CH2:5][CH:6]1[CH2:11][CH2:10][N:9](C(OC(C)(C)C)=O)[CH2:8][CH2:7]1.[ClH:20].O1CCOCC1.